Dataset: Forward reaction prediction with 1.9M reactions from USPTO patents (1976-2016). Task: Predict the product of the given reaction. (1) Given the reactants [CH:1]([C:3]1[CH:8]=[CH:7][C:6]([C:9]#[C:10][C:11]2[CH:18]=[CH:17][C:14]([C:15]#[N:16])=[CH:13][CH:12]=2)=[CH:5][CH:4]=1)=O.[NH:19]1[CH2:24][CH2:23][O:22][CH2:21][CH2:20]1.C(O[BH-](OC(=O)C)OC(=O)C)(=O)C.[Na+], predict the reaction product. The product is: [N:19]1([CH2:1][C:3]2[CH:8]=[CH:7][C:6]([C:9]#[C:10][C:11]3[CH:18]=[CH:17][C:14]([C:15]#[N:16])=[CH:13][CH:12]=3)=[CH:5][CH:4]=2)[CH2:24][CH2:23][O:22][CH2:21][CH2:20]1. (2) The product is: [CH3:3][O:4][C:5](=[O:13])[C:6]1[C:11]([Br:1])=[CH:10][N:9]=[C:8]([NH2:12])[CH:7]=1. Given the reactants [Br:1]Br.[CH3:3][O:4][C:5](=[O:13])[C:6]1[CH:11]=[CH:10][N:9]=[C:8]([NH2:12])[CH:7]=1.S([O-])([O-])(=O)=S.[Na+].[Na+], predict the reaction product. (3) Given the reactants [CH:1]1[C:18]2[C:17]3[C:16]4[CH:15]=[CH:14][CH:13]=[CH:12][C:11]=4[CH:10]=[CH:9][C:8]=3[CH:7]=[C:6](B(O)O)[C:5]=2[CH:4]=[CH:3][CH:2]=1.[Br:22][C:23]1[CH:24]=[C:25](I)[CH:26]=[CH:27][CH:28]=1.C1(C)C=CC=CC=1.C(=O)([O-])[O-].[Na+].[Na+], predict the reaction product. The product is: [Br:22][C:23]1[CH:24]=[C:25]([C:10]2[C:11]3[CH:12]=[CH:13][CH:14]=[CH:15][C:16]=3[C:17]3[C:18]4[CH:1]=[CH:2][CH:3]=[CH:4][C:5]=4[CH:6]=[CH:7][C:8]=3[CH:9]=2)[CH:26]=[CH:27][CH:28]=1.